Dataset: Forward reaction prediction with 1.9M reactions from USPTO patents (1976-2016). Task: Predict the product of the given reaction. (1) Given the reactants [OH:1][C:2]1[CH:11]=[CH:10][C:5]([C:6]([O:8][CH3:9])=[O:7])=[CH:4][CH:3]=1.C1(P([C:25]2[CH:30]=[CH:29]C=CC=2)C2C=CC=CC=2)C=CC=CC=1.[N:32]([C:33]([O:35]CC)=[O:34])=[N:32][C:33]([O:35]CC)=[O:34].[C:43](=O)([O-])[O-].[K+].[K+].O1[CH2:53][CH2:52][CH2:51][CH2:50]1, predict the reaction product. The product is: [C:30]([O:35][C:33]([N:32]1[CH2:50][CH2:51][C@H:52]([O:1][C:2]2[CH:3]=[CH:4][C:5]([C:6]([O:8][CH3:9])=[O:7])=[CH:10][CH:11]=2)[CH2:53]1)=[O:34])([CH3:29])([CH3:25])[CH3:43]. (2) Given the reactants C([N:8](CC1C=CC=CC=1)[C:9](=[O:38])[C:10]1[CH:15]=[C:14]([N:16]2[C@H:20]3[CH2:21][CH2:22][CH2:23][CH2:24][C@@H:19]3[N:18]([C:25]3[CH:30]=[CH:29][C:28]([C:31]#[N:32])=[C:27]([C:33]([F:36])([F:35])[F:34])[CH:26]=3)[C:17]2=[O:37])[CH:13]=[CH:12][N:11]=1)C1C=CC=CC=1.OS(O)(=O)=O, predict the reaction product. The product is: [C:31]([C:28]1[CH:29]=[CH:30][C:25]([N:18]2[C@H:19]3[CH2:24][CH2:23][CH2:22][CH2:21][C@@H:20]3[N:16]([C:14]3[CH:13]=[CH:12][N:11]=[C:10]([C:9]([NH2:8])=[O:38])[CH:15]=3)[C:17]2=[O:37])=[CH:26][C:27]=1[C:33]([F:36])([F:34])[F:35])#[N:32]. (3) Given the reactants [CH:1]([C:4]1[CH:11]=[CH:10][C:7]([CH:8]=O)=[CH:6][CH:5]=1)([CH3:3])[CH3:2].[NH2:12][C:13]1[CH:18]=[CH:17][C:16]([F:19])=[CH:15][N:14]=1.C([O:22][C:23](=O)[C:24]([OH:35])=[CH:25][C:26](=[O:34])[C:27]1[CH:32]=[CH:31][C:30]([CH3:33])=[CH:29][CH:28]=1)C, predict the reaction product. The product is: [F:19][C:16]1[CH:17]=[CH:18][C:13]([N:12]2[CH:8]([C:7]3[CH:10]=[CH:11][C:4]([CH:1]([CH3:3])[CH3:2])=[CH:5][CH:6]=3)[C:25]([C:26](=[O:34])[C:27]3[CH:32]=[CH:31][C:30]([CH3:33])=[CH:29][CH:28]=3)=[C:24]([OH:35])[C:23]2=[O:22])=[N:14][CH:15]=1. (4) The product is: [CH3:18][O:17][C:14]1[CH:15]=[CH:16][C:9]2[O:8][C:7]([CH:2]([NH:19][C:20]3[CH:21]=[CH:22][C:23]([C:26]([N:28]([CH3:36])[CH2:29][CH2:30][C:31]([O:33][CH2:34][CH3:35])=[O:32])=[O:27])=[CH:24][CH:25]=3)[CH2:3][CH:4]([CH3:6])[CH3:5])=[C:11]([CH3:12])[C:10]=2[CH:13]=1. Given the reactants Cl[CH:2]([C:7]1[O:8][C:9]2[CH:16]=[CH:15][C:14]([O:17][CH3:18])=[CH:13][C:10]=2[C:11]=1[CH3:12])[CH2:3][CH:4]([CH3:6])[CH3:5].[NH2:19][C:20]1[CH:25]=[CH:24][C:23]([C:26]([N:28]([CH3:36])[CH2:29][CH2:30][C:31]([O:33][CH2:34][CH3:35])=[O:32])=[O:27])=[CH:22][CH:21]=1.[I-].[Na+].C(=O)([O-])[O-].[Na+].[Na+].Cl, predict the reaction product. (5) Given the reactants [CH3:1][C:2]1([CH3:14])[S:6](=[O:8])(=[O:7])[C:5]2[CH:9]=[CH:10][CH:11]=[CH:12][C:4]=2[C:3]1=[O:13].[BH4-].[Na+], predict the reaction product. The product is: [CH3:1][C:2]1([CH3:14])[S:6](=[O:8])(=[O:7])[C:5]2[CH:9]=[CH:10][CH:11]=[CH:12][C:4]=2[CH:3]1[OH:13]. (6) Given the reactants [CH:1]1([NH:5][C:6]2[C:7]([C:20]3[CH:25]=[CH:24][C:23]([F:26])=[CH:22][CH:21]=3)=[N:8][C:9]3[C:14]([N:15]=2)=[CH:13][C:12]([C:16]([O:18][CH3:19])=[O:17])=[CH:11][CH:10]=3)[CH2:4][CH2:3][CH2:2]1.[H-].[Na+].[CH3:29]I, predict the reaction product. The product is: [CH:1]1([N:5]([CH3:29])[C:6]2[C:7]([C:20]3[CH:21]=[CH:22][C:23]([F:26])=[CH:24][CH:25]=3)=[N:8][C:9]3[C:14]([N:15]=2)=[CH:13][C:12]([C:16]([O:18][CH3:19])=[O:17])=[CH:11][CH:10]=3)[CH2:2][CH2:3][CH2:4]1. (7) Given the reactants [F-].C([N+](CCCC)(CCCC)CCCC)CCC.O1CCCC1.[CH2:24]([C:26]([C:49]1[CH:54]=[CH:53][C:52]([B:55]2[O:59][C:58]([CH3:61])([CH3:60])[C:57]([CH3:63])([CH3:62])[O:56]2)=[C:51]([CH3:64])[CH:50]=1)([C:29]1[CH:34]=[CH:33][C:32]([CH2:35][CH2:36][C:37]2([O:43][Si](C)(C)C)[CH2:42][CH2:41][CH2:40][CH2:39][CH2:38]2)=[C:31]([CH3:48])[CH:30]=1)[CH2:27][CH3:28])[CH3:25], predict the reaction product. The product is: [CH2:24]([C:26]([C:29]1[CH:34]=[CH:33][C:32]([CH2:35][CH2:36][C:37]2([OH:43])[CH2:42][CH2:41][CH2:40][CH2:39][CH2:38]2)=[C:31]([CH3:48])[CH:30]=1)([C:49]1[CH:54]=[CH:53][C:52]([B:55]2[O:59][C:58]([CH3:60])([CH3:61])[C:57]([CH3:62])([CH3:63])[O:56]2)=[C:51]([CH3:64])[CH:50]=1)[CH2:27][CH3:28])[CH3:25]. (8) Given the reactants [O-]CC.[Na+].[Na].[O:6]([C:13]1[CH:14]=[C:15]([CH2:19][C:20]#[N:21])[CH:16]=[CH:17][CH:18]=1)[C:7]1[CH:12]=[CH:11][CH:10]=[CH:9][CH:8]=1.[N:22](OCCC(C)C)=[O:23], predict the reaction product. The product is: [OH:23][N:22]=[C:19]([C:15]1[CH:16]=[CH:17][CH:18]=[C:13]([O:6][C:7]2[CH:8]=[CH:9][CH:10]=[CH:11][CH:12]=2)[CH:14]=1)[C:20]#[N:21].